From a dataset of Full USPTO retrosynthesis dataset with 1.9M reactions from patents (1976-2016). Predict the reactants needed to synthesize the given product. (1) Given the product [CH3:18][O:17][C:16]1[CH:15]=[CH:14][C:4]([C:5]([NH:7][C:8]2[CH:13]=[CH:12][CH:11]=[CH:10][CH:9]=2)=[O:6])=[CH:3][C:2]=1[NH:1][C:27]([NH:26][C:21]1[CH:22]=[CH:23][CH:24]=[CH:25][C:20]=1[CH3:19])=[S:28], predict the reactants needed to synthesize it. The reactants are: [NH2:1][C:2]1[CH:3]=[C:4]([CH:14]=[CH:15][C:16]=1[O:17][CH3:18])[C:5]([NH:7][C:8]1[CH:13]=[CH:12][CH:11]=[CH:10][CH:9]=1)=[O:6].[CH3:19][C:20]1[CH:25]=[CH:24][CH:23]=[CH:22][C:21]=1[N:26]=[C:27]=[S:28]. (2) Given the product [CH3:18][C:19]1([CH2:22][O:1][C:2]2[CH:7]=[CH:6][CH:5]=[CH:4][C:3]=2[NH:8][C:9](=[O:16])[C:10]2[CH:15]=[CH:14][CH:13]=[CH:12][CH:11]=2)[CH2:21][O:20]1, predict the reactants needed to synthesize it. The reactants are: [OH:1][C:2]1[CH:7]=[CH:6][CH:5]=[CH:4][C:3]=1[NH:8][C:9](=[O:16])[C:10]1[CH:15]=[CH:14][CH:13]=[CH:12][CH:11]=1.Cl[CH2:18][C:19]1([CH3:22])[CH2:21][O:20]1. (3) The reactants are: [C:1]([NH:8][C@H:9]([C:18]([OH:20])=[O:19])[CH2:10][CH2:11][C:12]1[CH:17]=[CH:16][CH:15]=[CH:14][CH:13]=1)([O:3][C:4]([CH3:7])([CH3:6])[CH3:5])=[O:2].[Br:21][CH2:22][CH2:23][CH2:24]O. Given the product [Br:21][CH2:22][CH2:23][CH2:24][O:19][C:18](=[O:20])[C@H:9]([CH2:10][CH2:11][C:12]1[CH:13]=[CH:14][CH:15]=[CH:16][CH:17]=1)[NH:8][C:1]([O:3][C:4]([CH3:6])([CH3:5])[CH3:7])=[O:2], predict the reactants needed to synthesize it. (4) Given the product [CH2:13]([N:17]1[CH:18]([CH2:19][CH2:20][CH3:21])[CH2:12][C:10]([CH3:11])=[C:2]([CH3:1])[CH2:7][CH2:6][C@H:5]([CH3:8])[CH2:4][C:3]1=[O:9])[CH2:14][CH2:15][CH3:16], predict the reactants needed to synthesize it. The reactants are: [CH3:1][C:2]1([C:10]([CH3:12])=[CH2:11])[CH2:7][CH2:6][CH:5]([CH3:8])[CH2:4][C:3]1=[O:9].[CH:13](=[N:17][CH2:18][CH2:19][CH2:20][CH3:21])[CH2:14][CH2:15][CH3:16].Cl[Sn](Cl)(Cl)Cl.